Dataset: Reaction yield outcomes from USPTO patents with 853,638 reactions. Task: Predict the reaction yield, written as a fraction of the theoretical maximum amount of product (1.0 means a 100% yield; for example, 0.34 means a 34% yield). (1) The reactants are [NH2:1][C@H:2]1[CH2:7][CH2:6][CH2:5][N:4]([CH:8]2[CH2:13][CH2:12][N:11]([C:14]([O:16][C:17]([CH3:20])([CH3:19])[CH3:18])=[O:15])[CH2:10][CH2:9]2)[C:3]1=[O:21].F[C:23]1[CH:28]=[CH:27][C:26]([S:29]([CH3:32])(=[O:31])=[O:30])=[CH:25][C:24]=1[F:33].C([O-])([O-])=O.[Na+].[Na+].O. The catalyst is CS(C)=O. The product is [F:33][C:24]1[CH:25]=[C:26]([S:29]([CH3:32])(=[O:31])=[O:30])[CH:27]=[CH:28][C:23]=1[NH:1][C@H:2]1[CH2:7][CH2:6][CH2:5][N:4]([CH:8]2[CH2:9][CH2:10][N:11]([C:14]([O:16][C:17]([CH3:18])([CH3:20])[CH3:19])=[O:15])[CH2:12][CH2:13]2)[C:3]1=[O:21]. The yield is 0.431. (2) The reactants are [F:1][CH:2]([F:11])[O:3][C:4]1[CH:10]=[CH:9][CH:8]=[CH:7][C:5]=1[NH2:6].[Br:12][C:13]([F:22])([F:21])[C:14](Br)([F:19])[C:15]([F:18])([F:17])[F:16].C(=O)([O-])O.[Na+].S(S([O-])=O)([O-])=O.[Na+].[Na+]. The catalyst is C(OC)(C)(C)C.O.S([O-])(O)(=O)=O.C([N+](CCCC)(CCCC)CCCC)CCC. The product is [Br:12][C:13]([F:22])([F:21])[C:14]([C:5]1([C:4]([O:3][CH:2]([F:11])[F:1])=[CH:10][CH:9]=[CH:8][CH2:7]1)[NH2:6])([F:19])[C:15]([F:18])([F:17])[F:16]. The yield is 0.260.